From a dataset of Full USPTO retrosynthesis dataset with 1.9M reactions from patents (1976-2016). Predict the reactants needed to synthesize the given product. (1) Given the product [Cl:1][C:2]1[CH:7]=[C:6]([Cl:8])[C:5]([O:9][CH3:10])=[CH:4][C:3]=1[NH:11][C:12]1[C:17]([C:18]#[N:19])=[CH:16][N:15]=[C:14]2[CH:20]=[C:21]([C:33]#[C:32][CH2:31][N:28]3[CH2:29][CH2:30][N:25]([CH3:24])[CH2:26][CH2:27]3)[S:22][C:13]=12, predict the reactants needed to synthesize it. The reactants are: [Cl:1][C:2]1[CH:7]=[C:6]([Cl:8])[C:5]([O:9][CH3:10])=[CH:4][C:3]=1[NH:11][C:12]1[C:17]([C:18]#[N:19])=[CH:16][N:15]=[C:14]2[CH:20]=[C:21](I)[S:22][C:13]=12.[CH3:24][N:25]1[CH2:30][CH2:29][N:28]([CH2:31][C:32]#[CH:33])[CH2:27][CH2:26]1.CO. (2) Given the product [C:23]([O:27][C:28]([N:30]1[CH2:31][CH2:32][CH:33]([CH2:36][C:37]([C:38]2[O:39][C:40]3[CH:45]=[CH:44][N:43]=[CH:42][C:41]=3[N:46]=2)=[O:47])[CH2:34][CH2:35]1)=[O:29])([CH3:26])([CH3:24])[CH3:25], predict the reactants needed to synthesize it. The reactants are: CC(OI1(OC(C)=O)(OC(C)=O)OC(=O)C2C=CC=CC1=2)=O.[C:23]([O:27][C:28]([N:30]1[CH2:35][CH2:34][CH:33]([CH2:36][CH:37]([OH:47])[C:38]2[O:39][C:40]3[CH:45]=[CH:44][N:43]=[CH:42][C:41]=3[N:46]=2)[CH2:32][CH2:31]1)=[O:29])([CH3:26])([CH3:25])[CH3:24]. (3) Given the product [Cl:1][C:2]1[CH:3]=[C:4]([CH:9]([CH2:13][CH:14]2[CH2:19][CH2:18][O:17][CH2:16][CH2:15]2)[C:10]([NH:26][C:27]2[CH:31]=[CH:30][N:29]([CH2:32][C:33]([OH:35])([CH3:34])[CH3:36])[N:28]=2)=[O:12])[CH:5]=[CH:6][C:7]=1[Cl:8], predict the reactants needed to synthesize it. The reactants are: [Cl:1][C:2]1[CH:3]=[C:4]([CH:9]([CH2:13][CH:14]2[CH2:19][CH2:18][O:17][CH2:16][CH2:15]2)[C:10]([OH:12])=O)[CH:5]=[CH:6][C:7]=1[Cl:8].C(Cl)(=O)C(Cl)=O.[NH2:26][C:27]1[CH:31]=[CH:30][N:29]([CH2:32][C:33]([CH3:36])([OH:35])[CH3:34])[N:28]=1.N1C(C)=CC=CC=1C. (4) Given the product [NH2:9][CH2:8][P:6]([CH2:17][CH:18]([CH2:26][CH2:27][C:28]([O:30][C:31]([CH3:34])([CH3:33])[CH3:32])=[O:29])[C:19]([O:21][C:22]([CH3:23])([CH3:24])[CH3:25])=[O:20])([O:5][C:1]([CH3:3])([CH3:4])[CH3:2])=[O:7], predict the reactants needed to synthesize it. The reactants are: [C:1]([O:5][P:6]([CH2:17][CH:18]([CH2:26][CH2:27][C:28]([O:30][C:31]([CH3:34])([CH3:33])[CH3:32])=[O:29])[C:19]([O:21][C:22]([CH3:25])([CH3:24])[CH3:23])=[O:20])([CH2:8][NH:9]CC1C=CC=CC=1)=[O:7])([CH3:4])([CH3:3])[CH3:2]. (5) Given the product [OH:31][CH2:32][C:33]1[C:34]2[N:35]([N:42]=[C:43]([C:45]([F:48])([F:47])[F:46])[CH:44]=2)[C:36]([CH2:39][O:40][CH3:41])=[CH:37][CH:38]=1, predict the reactants needed to synthesize it. The reactants are: [F-].C([N+](CCCC)(CCCC)CCCC)CCC.O1CCCC1.[Si]([O:31][CH2:32][C:33]1[C:34]2[N:35]([N:42]=[C:43]([C:45]([F:48])([F:47])[F:46])[CH:44]=2)[C:36]([CH2:39][O:40][CH3:41])=[CH:37][CH:38]=1)(C(C)(C)C)(C)C.O. (6) Given the product [F:37][C:38]([F:51])([F:50])[S:39]([O:28][C:25]1[CH:26]=[CH:27][C:22]([C@H:19]2[CH2:18][CH2:17][C@H:16]([N:8]([CH2:1][C:2]3[CH:3]=[CH:4][CH:5]=[CH:6][CH:7]=3)[C:9]([O:10][C:11]([CH3:14])([CH3:13])[CH3:12])=[O:15])[CH2:21][CH2:20]2)=[CH:23][CH:24]=1)(=[O:41])=[O:40], predict the reactants needed to synthesize it. The reactants are: [CH2:1]([N:8]([C@H:16]1[CH2:21][CH2:20][C@H:19]([C:22]2[CH:27]=[CH:26][C:25]([OH:28])=[CH:24][CH:23]=2)[CH2:18][CH2:17]1)[C:9](=[O:15])[O:10][C:11]([CH3:14])([CH3:13])[CH3:12])[C:2]1[CH:7]=[CH:6][CH:5]=[CH:4][CH:3]=1.N1C(C)=CC=CC=1C.[F:37][C:38]([F:51])([F:50])[S:39](O[S:39]([C:38]([F:51])([F:50])[F:37])(=[O:41])=[O:40])(=[O:41])=[O:40].O. (7) Given the product [Cl:34][C:35]1[CH:40]=[CH:39][C:38]([O:41][CH2:52][C:49]2[CH:48]=[CH:47][C:46]([CH2:45][N:42]=[N+:43]=[N-:44])=[CH:51][CH:50]=2)=[CH:37][CH:36]=1, predict the reactants needed to synthesize it. The reactants are: C1(P(C2C=CC=CC=2)C2C=CC=CC=2)C=CC=CC=1.C(OC(N=NC(OC(C)C)=O)=O)(C)C.[Cl:34][C:35]1[CH:40]=[CH:39][C:38]([OH:41])=[CH:37][CH:36]=1.[N:42]([CH2:45][C:46]1[CH:51]=[CH:50][C:49]([CH2:52]O)=[CH:48][CH:47]=1)=[N+:43]=[N-:44].